From a dataset of Catalyst prediction with 721,799 reactions and 888 catalyst types from USPTO. Predict which catalyst facilitates the given reaction. (1) Reactant: COCCN(S(F)(F)[F:11])CCOC.[N+:14]([C:17]1[CH:18]=[CH:19][C:20]([F:43])=[C:21]([C@@:23]23[N:32]=[C:31]([NH:33][C:34](=[O:40])[O:35][C:36]([CH3:39])([CH3:38])[CH3:37])[S:30][CH2:29][C@@H:28]2[CH2:27][C@H:26]([CH2:41]O)[O:25][CH2:24]3)[CH:22]=1)([O-:16])=[O:15].NC1C=CC(F)=C([C@@]23N=C(NC(=O)OC(C)(C)C)SC[C@@H]2[C@@H](OC)COC3)C=1.C(=O)(O)[O-].[Na+]. Product: [N+:14]([C:17]1[CH:18]=[CH:19][C:20]([F:43])=[C:21]([C@@:23]23[N:32]=[C:31]([NH:33][C:34](=[O:40])[O:35][C:36]([CH3:38])([CH3:39])[CH3:37])[S:30][CH2:29][C@@H:28]2[CH2:27][C@H:26]([CH2:41][F:11])[O:25][CH2:24]3)[CH:22]=1)([O-:16])=[O:15]. The catalyst class is: 4. (2) Reactant: [NH2:1][C:2](=[N:24]O)[C:3]1[CH:4]=[CH:5][C:6]([C:9]2[CH:23]=[CH:22][C:12]([O:13][CH2:14][C:15]([CH3:21])([CH3:20])[C:16]([O:18][CH3:19])=[O:17])=[CH:11][CH:10]=2)=[N:7][CH:8]=1.C(OC(=O)C)(=O)C. Product: [C:16]([OH:18])(=[O:17])[CH3:15].[NH2:24][C:2](=[NH:1])[C:3]1[CH:4]=[CH:5][C:6]([C:9]2[CH:10]=[CH:11][C:12]([O:13][CH2:14][C:15]([CH3:20])([CH3:21])[C:16]([O:18][CH3:19])=[O:17])=[CH:22][CH:23]=2)=[N:7][CH:8]=1. The catalyst class is: 15. (3) Reactant: [NH2:1][C:2]1[N:3]=[C:4]([CH3:29])[C:5]2=[C:6]([CH2:8][C@H:9]([C:14]3[CH:19]=[CH:18][C:17]([F:20])=[CH:16][C:15]=3[C:21]3[CH:26]=[CH:25][CH:24]=[C:23]([O:27][CH3:28])[N:22]=3)[NH:10]/[C:11]/2=[N:12]\[OH:13])[N:7]=1.C([O-])([O-])=O.[Cs+].[Cs+].I[CH2:37][CH2:38][C@H:39]1[CH2:43][O:42][C:41]([CH3:45])([CH3:44])[O:40]1. Product: [CH3:44][C:41]1([CH3:45])[O:40][C@@H:39]([CH2:38][CH2:37][O:13]/[N:12]=[C:11]2\[NH:10][C@@H:9]([C:14]3[CH:19]=[CH:18][C:17]([F:20])=[CH:16][C:15]=3[C:21]3[CH:26]=[CH:25][CH:24]=[C:23]([O:27][CH3:28])[N:22]=3)[CH2:8][C:6]3[N:7]=[C:2]([NH2:1])[N:3]=[C:4]([CH3:29])[C:5]\2=3)[CH2:43][O:42]1. The catalyst class is: 3. (4) Reactant: [CH3:1][C:2]1(C(OCC)=O)[C:8](=[O:9])[CH2:7][CH2:6][N:5]([S:10]([C:13]2[CH:19]=[CH:18][C:16]([CH3:17])=[CH:15][CH:14]=2)(=[O:12])=[O:11])[CH2:4][CH2:3]1.Cl. Product: [CH3:1][CH:2]1[CH2:3][CH2:4][N:5]([S:10]([C:13]2[CH:14]=[CH:15][C:16]([CH3:17])=[CH:18][CH:19]=2)(=[O:12])=[O:11])[CH2:6][CH2:7][C:8]1=[O:9]. The catalyst class is: 12. (5) Reactant: [CH2:1]([O:8][C:9](Cl)=[O:10])[C:2]1[CH:7]=[CH:6][CH:5]=[CH:4][CH:3]=1.C([N:19]1[CH2:26][C@H:25]2[C@H:21]([CH2:22][CH2:23][C:24]2=[O:27])[CH2:20]1)C1C=CC=CC=1. Product: [CH2:1]([O:8][C:9]([N:19]1[CH2:26][C@H:25]2[C@H:21]([CH2:22][CH2:23][C:24]2=[O:27])[CH2:20]1)=[O:10])[C:2]1[CH:7]=[CH:6][CH:5]=[CH:4][CH:3]=1. The catalyst class is: 4. (6) Reactant: [CH3:1][O:2][C:3]1[CH:8]=[C:7]([CH3:9])[N:6]=[C:5]([N+:10]([O-])=O)[C:4]=1[OH:13]. Product: [NH2:10][C:5]1[C:4]([OH:13])=[C:3]([O:2][CH3:1])[CH:8]=[C:7]([CH3:9])[N:6]=1. The catalyst class is: 19. (7) Reactant: [CH2:1]([C:3]([C:8]1[C:9]([CH3:14])=[N:10][CH:11]=[CH:12][CH:13]=1)([O:6][CH3:7])[CH2:4][CH3:5])[CH3:2].C(OC(C(F)(F)F)=O)(C(F)(F)F)=[O:16].C([O-])([O-])=O.[K+].[K+]. Product: [CH2:1]([C:3]([C:8]1[C:9]([CH2:14][OH:16])=[N:10][CH:11]=[CH:12][CH:13]=1)([O:6][CH3:7])[CH2:4][CH3:5])[CH3:2]. The catalyst class is: 34. (8) Reactant: C(OC([N:8]1[CH2:13][CH2:12][CH:11]([NH:14][C:15]2[CH:20]=[CH:19][CH:18]=[C:17]([CH3:21])[C:16]=2[CH3:22])[CH2:10][CH2:9]1)=O)(C)(C)C.[ClH:23]. Product: [ClH:23].[ClH:23].[CH3:22][C:16]1[C:17]([CH3:21])=[CH:18][CH:19]=[CH:20][C:15]=1[NH:14][CH:11]1[CH2:12][CH2:13][NH:8][CH2:9][CH2:10]1. The catalyst class is: 13. (9) Reactant: [H-].[Na+].[CH3:3][O:4][C:5]1[CH:6]=[C:7]([CH2:13][C:14]([NH:16][C:17](=[NH:23])[N:18]2[CH:22]=[CH:21][CH:20]=[N:19]2)=[O:15])[CH:8]=[CH:9][C:10]=1[O:11][CH3:12].CN(C)C=O.[C:29](O[C:29]([O:31][C:32]([CH3:35])([CH3:34])[CH3:33])=[O:30])([O:31][C:32]([CH3:35])([CH3:34])[CH3:33])=[O:30]. Product: [C:32]([O:31][C:29](=[O:30])/[N:23]=[C:17](/[NH:16][C:14](=[O:15])[CH2:13][C:7]1[CH:8]=[CH:9][C:10]([O:11][CH3:12])=[C:5]([O:4][CH3:3])[CH:6]=1)\[N:18]1[CH:22]=[CH:21][CH:20]=[N:19]1)([CH3:35])([CH3:34])[CH3:33]. The catalyst class is: 7. (10) The catalyst class is: 54. Reactant: [Cl:1][C:2]1[CH:3]=[C:4]([C@@H:8]([OH:21])[CH2:9][NH:10][C:11](=O)[CH2:12][C:13]2[CH:18]=[CH:17][C:16]([I:19])=[CH:15][CH:14]=2)[CH:5]=[CH:6][CH:7]=1.Cl.[OH-].[Na+].[C:25](O[C:25]([O:27][C:28]([CH3:31])([CH3:30])[CH3:29])=[O:26])([O:27][C:28]([CH3:31])([CH3:30])[CH3:29])=[O:26]. Product: [Cl:1][C:2]1[CH:3]=[C:4]([C@@H:8]([OH:21])[CH2:9][N:10]([CH2:11][CH2:12][C:13]2[CH:18]=[CH:17][C:16]([I:19])=[CH:15][CH:14]=2)[C:25](=[O:26])[O:27][C:28]([CH3:31])([CH3:30])[CH3:29])[CH:5]=[CH:6][CH:7]=1.